This data is from Catalyst prediction with 721,799 reactions and 888 catalyst types from USPTO. The task is: Predict which catalyst facilitates the given reaction. Reactant: Cl[C:2](OC1C=CC([N+]([O-])=O)=CC=1)=[O:3].N1C=CC=CC=1.[NH2:20][C:21]1[CH:31]=[CH:30][C:24]2[O:25][C:26]([F:29])([F:28])[O:27][C:23]=2[CH:22]=1.CCN(C(C1C=CC=C(C)C=1)=O)CC.[CH3:46][N:47]([CH3:65])[CH2:48][CH2:49][CH2:50][O:51][C:52]1[CH:57]=[CH:56][C:55]([NH2:58])=[CH:54][C:53]=1[C:59]1[N:60]([CH3:64])[N:61]=[CH:62][CH:63]=1. Product: [F:28][C:26]1([F:29])[O:25][C:24]2[CH:30]=[CH:31][C:21]([NH:20][C:2]([NH:58][C:55]3[CH:56]=[CH:57][C:52]([O:51][CH2:50][CH2:49][CH2:48][N:47]([CH3:46])[CH3:65])=[C:53]([C:59]4[N:60]([CH3:64])[N:61]=[CH:62][CH:63]=4)[CH:54]=3)=[O:3])=[CH:22][C:23]=2[O:27]1. The catalyst class is: 26.